This data is from TCR-epitope binding with 47,182 pairs between 192 epitopes and 23,139 TCRs. The task is: Binary Classification. Given a T-cell receptor sequence (or CDR3 region) and an epitope sequence, predict whether binding occurs between them. The epitope is FLPRVFSAV. The TCR CDR3 sequence is CATSEVFTDTQYF. Result: 1 (the TCR binds to the epitope).